From a dataset of Catalyst prediction with 721,799 reactions and 888 catalyst types from USPTO. Predict which catalyst facilitates the given reaction. (1) Reactant: Cl.[O:2]1[CH2:7][CH2:6][O:5][CH2:4][CH:3]1[CH2:8][NH:9][CH3:10].[C:11]([O:15][C:16]([NH:18][S:19](N1C=CC(=[N+](C)C)C=C1)(=[O:21])=[O:20])=[O:17])([CH3:14])([CH3:13])[CH3:12].C(N(CC)CC)C. Product: [O:2]1[CH2:7][CH2:6][O:5][CH2:4][C@H:3]1[CH2:8][N:9]([CH3:10])[S:19]([NH:18][C:16](=[O:17])[O:15][C:11]([CH3:13])([CH3:12])[CH3:14])(=[O:20])=[O:21]. The catalyst class is: 4. (2) Reactant: C([O:9][C@H:10]([C:12]1[CH:20]=[CH:19][CH:18]=[C:17]2[C:13]=1[C:14]([F:23])([F:22])[C:15](=[O:21])[NH:16]2)[CH3:11])(=O)C1C=CC=CC=1.[OH-].[Na+].Cl. Product: [F:23][C:14]1([F:22])[C:13]2[C:17](=[CH:18][CH:19]=[CH:20][C:12]=2[C@@H:10]([OH:9])[CH3:11])[NH:16][C:15]1=[O:21]. The catalyst class is: 5.